From a dataset of Forward reaction prediction with 1.9M reactions from USPTO patents (1976-2016). Predict the product of the given reaction. (1) The product is: [C:1]([O:9][C@H:10]1[C@@H:15]([O:16][C:17](=[O:24])[C:18]2[CH:19]=[CH:20][CH:21]=[CH:22][CH:23]=2)[C@H:14]([O:25][C:26](=[O:33])[C:27]2[CH:32]=[CH:31][CH:30]=[CH:29][CH:28]=2)[C@@H:13]([CH2:34][O:35][C:36](=[O:43])[C:37]2[CH:38]=[CH:39][CH:40]=[CH:41][CH:42]=2)[O:12][C@@H:11]1[O:44][C@H:45]1[C@H:50]([O:51][C:52](=[O:59])[C:53]2[CH:58]=[CH:57][CH:56]=[CH:55][CH:54]=2)[C@@H:49]([CH2:60][O:61][C:62](=[O:69])[C:63]2[CH:68]=[CH:67][CH:66]=[CH:65][CH:64]=2)[O:48][C@H:47]([O:70][C@H:71]2[C@H:84]([O:85][C:86](=[O:93])[C:87]3[CH:88]=[CH:89][CH:90]=[CH:91][CH:92]=3)[C@@H:83]([CH2:94][O:95][C:96](=[O:103])[C:97]3[CH:102]=[CH:101][CH:100]=[CH:99][CH:98]=3)[O:82][CH:73]([OH:74])[C@H:72]2[O:104][C:105](=[O:112])[C:106]2[CH:107]=[CH:108][CH:109]=[CH:110][CH:111]=2)[C@H:46]1[O:113][C:114](=[O:121])[C:115]1[CH:120]=[CH:119][CH:118]=[CH:117][CH:116]=1)(=[O:8])[C:2]1[CH:3]=[CH:4][CH:5]=[CH:6][CH:7]=1. Given the reactants [C:1]([O:9][C@H:10]1[C@@H:15]([O:16][C:17](=[O:24])[C:18]2[CH:23]=[CH:22][CH:21]=[CH:20][CH:19]=2)[C@H:14]([O:25][C:26](=[O:33])[C:27]2[CH:32]=[CH:31][CH:30]=[CH:29][CH:28]=2)[C@@H:13]([CH2:34][O:35][C:36](=[O:43])[C:37]2[CH:42]=[CH:41][CH:40]=[CH:39][CH:38]=2)[O:12][C@@H:11]1[O:44][C@H:45]1[C@H:50]([O:51][C:52](=[O:59])[C:53]2[CH:58]=[CH:57][CH:56]=[CH:55][CH:54]=2)[C@@H:49]([CH2:60][O:61][C:62](=[O:69])[C:63]2[CH:68]=[CH:67][CH:66]=[CH:65][CH:64]=2)[O:48][C@H:47]([O:70][C@H:71]2[C@H:84]([O:85][C:86](=[O:93])[C:87]3[CH:92]=[CH:91][CH:90]=[CH:89][CH:88]=3)[C@@H:83]([CH2:94][O:95][C:96](=[O:103])[C:97]3[CH:102]=[CH:101][CH:100]=[CH:99][CH:98]=3)[O:82][C@H:73]([O:74]CC3C=CC=CC=3)[C@H:72]2[O:104][C:105](=[O:112])[C:106]2[CH:111]=[CH:110][CH:109]=[CH:108][CH:107]=2)[C@H:46]1[O:113][C:114](=[O:121])[C:115]1[CH:120]=[CH:119][CH:118]=[CH:117][CH:116]=1)(=[O:8])[C:2]1[CH:7]=[CH:6][CH:5]=[CH:4][CH:3]=1, predict the reaction product. (2) The product is: [ClH:3].[CH3:33][C:34]1([CH3:36])[N:16]=[C:15]([NH:14][CH2:13][CH2:12][C:11]2[CH:10]=[CH:9][C:8]([O:7][CH3:6])=[CH:32][CH:31]=2)[NH:17][C:18]([NH:20][CH2:21][CH2:22][CH2:23][CH2:24][CH2:25][CH2:26][CH2:27][CH2:28][CH2:29][CH3:30])=[N:19]1. Given the reactants CO.[ClH:3].Cl.Cl.[CH3:6][O:7][C:8]1[CH:32]=[CH:31][C:11]([CH2:12][CH2:13][NH:14][C:15]([NH:17][C:18]([NH:20][CH2:21][CH2:22][CH2:23][CH2:24][CH2:25][CH2:26][CH2:27][CH2:28][CH2:29][CH3:30])=[NH:19])=[NH:16])=[CH:10][CH:9]=1.[CH3:33][C:34]([CH3:36])=O, predict the reaction product. (3) Given the reactants [O:1]1[CH:5]=[CH:4][CH:3]=[C:2]1[C:6]1[NH:10][C:9]2[C:11]([O:18][CH3:19])=[CH:12][CH:13]=[C:14]([C:15]([OH:17])=O)[C:8]=2[N:7]=1.[CH3:20][C:21]1[C:25]([CH2:26][CH2:27][NH2:28])=[C:24]([CH3:29])[O:23][N:22]=1, predict the reaction product. The product is: [CH3:20][C:21]1[C:25]([CH2:26][CH2:27][NH:28][C:15]([C:14]2[C:8]3[N:7]=[C:6]([C:2]4[O:1][CH:5]=[CH:4][CH:3]=4)[NH:10][C:9]=3[C:11]([O:18][CH3:19])=[CH:12][CH:13]=2)=[O:17])=[C:24]([CH3:29])[O:23][N:22]=1. (4) Given the reactants [F:1][C:2]1[CH:3]=[C:4]2[C:8](=[CH:9][CH:10]=1)[N:7]([CH3:11])[C:6]([C:12]([OH:14])=O)=[C:5]2[CH3:15].C[O:17][C:18](=[O:37])[CH2:19][CH2:20][C:21]1[CH:26]=[CH:25][C:24]([O:27][C:28]2[CH:33]=[CH:32][CH:31]=[C:30]([CH2:34][NH2:35])[CH:29]=2)=[CH:23][C:22]=1[CH3:36], predict the reaction product. The product is: [F:1][C:2]1[CH:3]=[C:4]2[C:8](=[CH:9][CH:10]=1)[N:7]([CH3:11])[C:6]([C:12]([NH:35][CH2:34][C:30]1[CH:29]=[C:28]([CH:33]=[CH:32][CH:31]=1)[O:27][C:24]1[CH:25]=[CH:26][C:21]([CH2:20][CH2:19][C:18]([OH:37])=[O:17])=[C:22]([CH3:36])[CH:23]=1)=[O:14])=[C:5]2[CH3:15]. (5) Given the reactants [CH3:1][O:2][C:3]1[CH:4]=[C:5]([C:11]2[C@H:20]3[C@H:15]([CH2:16][CH2:17][CH2:18][CH2:19]3)[C:14](=[O:21])[N:13]([CH:22]3[CH2:27][CH2:26][N:25]([C:28](=[O:48])[C@H:29]([NH:40]C(=O)OC(C)(C)C)[CH2:30][C:31]4[C:39]5[C:34](=[CH:35][CH:36]=[CH:37][CH:38]=5)[NH:33][CH:32]=4)[CH2:24][CH2:23]3)[N:12]=2)[CH:6]=[CH:7][C:8]=1[O:9][CH3:10].C(=O)(O)[O-].[Na+], predict the reaction product. The product is: [NH2:40][C@H:29]([CH2:30][C:31]1[C:39]2[C:34](=[CH:35][CH:36]=[CH:37][CH:38]=2)[NH:33][CH:32]=1)[C:28]([N:25]1[CH2:24][CH2:23][CH:22]([N:13]2[N:12]=[C:11]([C:5]3[CH:6]=[CH:7][C:8]([O:9][CH3:10])=[C:3]([O:2][CH3:1])[CH:4]=3)[C@H:20]3[C@H:15]([CH2:16][CH2:17][CH2:18][CH2:19]3)[C:14]2=[O:21])[CH2:27][CH2:26]1)=[O:48]. (6) Given the reactants [S:1]1[CH:5]=[CH:4][C:3]([N:6]2[C:14]3[C:9](=[CH:10][CH:11]=[CH:12][CH:13]=3)[C:8](=O)[C:7]2=[O:16])=[CH:2]1.[F:17][C:18]([F:27])([F:26])[C:19]1[CH:20]=[C:21]([CH:23]=[CH:24][CH:25]=1)[NH2:22], predict the reaction product. The product is: [S:1]1[CH:5]=[CH:4][C:3]([N:6]2[C:14]3[C:9](=[CH:10][CH:11]=[CH:12][CH:13]=3)[C:8](=[N:22][C:21]3[CH:23]=[CH:24][CH:25]=[C:19]([C:18]([F:17])([F:26])[F:27])[CH:20]=3)[C:7]2=[O:16])=[CH:2]1. (7) Given the reactants [Br-:1].[Br-].[Br-].C1([N+](C)(C)C)C=CC=CC=1.C1([N+](C)(C)C)C=CC=CC=1.C1([N+](C)(C)C)C=CC=CC=1.[CH3:34][C:35]1[C:43]2[CH:42]=[C:41]([C:44](=[O:47])[CH2:45][CH3:46])[S:40][C:39]=2[CH:38]=[CH:37][CH:36]=1, predict the reaction product. The product is: [Br:1][CH:45]([CH3:46])[C:44]([C:41]1[S:40][C:39]2[CH:38]=[CH:37][CH:36]=[C:35]([CH3:34])[C:43]=2[CH:42]=1)=[O:47]. (8) Given the reactants [Cl:1][C:2]1[CH:10]=[CH:9][C:8]([C:11]2[N:12]([C:22]([O:24][C:25]([CH3:28])([CH3:27])[CH3:26])=[O:23])[C:13]3[C:18]([CH:19]=2)=[CH:17][C:16]([CH:20]=O)=[CH:15][CH:14]=3)=[C:7]2[C:3]=1[CH2:4][NH:5][C:6]2=[O:29].Cl.[NH2:31][CH2:32][C:33]([NH2:35])=[O:34].C(N(CC)CC)C.C(O)(=O)C.C(O[BH-](OC(=O)C)OC(=O)C)(=O)C.[Na+].Cl, predict the reaction product. The product is: [Cl:1][C:2]1[CH:10]=[CH:9][C:8]([C:11]2[N:12]([C:22]([O:24][C:25]([CH3:27])([CH3:26])[CH3:28])=[O:23])[C:13]3[C:18]([CH:19]=2)=[CH:17][C:16]([CH2:20][NH:31][CH2:32][C:33]([NH2:35])=[O:34])=[CH:15][CH:14]=3)=[C:7]2[C:3]=1[CH2:4][NH:5][C:6]2=[O:29].